From a dataset of Reaction yield outcomes from USPTO patents with 853,638 reactions. Predict the reaction yield, written as a fraction of the theoretical maximum amount of product (1.0 means a 100% yield; for example, 0.34 means a 34% yield). (1) The product is [Cl:19][C:20]1[C:28]2[NH:27][N:26]=[CH:25][C:24]=2[C:23]2[CH2:29][N:30]([CH2:55][C:56]([CH3:59])([CH3:58])[CH3:57])[C:31](=[O:54])[C@H:32]([CH2:34][C:35](=[O:53])[N:2]3[CH2:3][CH2:4][CH:5]([C:8]4[C:9](=[O:18])[NH:10][C:11]5[C:16]([CH:17]=4)=[CH:15][CH:14]=[CH:13][CH:12]=5)[CH2:6][CH2:7]3)[CH2:33][C:22]=2[CH:21]=1. No catalyst specified. The yield is 0.460. The reactants are Cl.[NH:2]1[CH2:7][CH2:6][CH:5]([C:8]2[C:9](=[O:18])[NH:10][C:11]3[C:16]([CH:17]=2)=[CH:15][CH:14]=[CH:13][CH:12]=3)[CH2:4][CH2:3]1.[Cl:19][C:20]1[C:28]2[NH:27][N:26]=[CH:25][C:24]=2[C:23]2[CH2:29][N:30]([CH2:55][C:56]([CH3:59])([CH3:58])[CH3:57])[C:31](=[O:54])[C@H:32]([CH2:34][C:35](=[O:53])N3CCC(N4CC5C(=CC=CC=5)NC4=O)CC3)[CH2:33][C:22]=2[CH:21]=1. (2) The reactants are C(N(CC)CC)C.[C:8]1(B(O)O)[CH:13]=[CH:12][CH:11]=[CH:10][CH:9]=1.[O:17]=[C:18]1[C:27]([C:28]#[N:29])=[C:26]([N:30]2[CH2:35][CH2:34][N:33]([C:36]([C:38]3[S:39][CH:40]=[CH:41][CH:42]=3)=[O:37])[CH2:32][CH2:31]2)[C:25]2[C:20](=[CH:21][CH:22]=[CH:23][CH:24]=2)[NH:19]1. The catalyst is ClCCl. The product is [O:17]=[C:18]1[C:27]([C:28]#[N:29])=[C:26]([N:30]2[CH2:35][CH2:34][N:33]([C:36]([C:38]3[S:39][CH:40]=[CH:41][CH:42]=3)=[O:37])[CH2:32][CH2:31]2)[C:13]2[C:8](=[CH:9][CH:10]=[CH:11][CH:12]=2)[N:19]1[C:20]1[CH:21]=[CH:22][CH:23]=[CH:24][CH:25]=1. The yield is 0.310. (3) The reactants are [NH2:1][C:2]1[C:3]([C:27]([OH:29])=O)=[N:4][C:5]([C:8]2[CH:13]=[CH:12][CH:11]=[C:10]([C:14]([NH:16][C@H:17]3[C:25]4[C:20](=[CH:21][CH:22]=[CH:23][CH:24]=4)[CH2:19][C@@H:18]3[OH:26])=[O:15])[CH:9]=2)=[CH:6][N:7]=1.[C:30]1([CH2:36][N:37]2[CH2:43][CH2:42][CH2:41][CH2:40][C@H:39]([NH2:44])[CH2:38]2)[CH:35]=[CH:34][CH:33]=[CH:32][CH:31]=1.CCN=C=NCCCN(C)C.C1C=CC2N(O)N=NC=2C=1.Cl. The catalyst is CN(C=O)C.C1COCC1.C(OCC)(=O)C.CCOCC. The product is [NH2:1][C:2]1[C:3]([C:27]([NH:44][C@H:39]2[CH2:40][CH2:41][CH2:42][CH2:43][N:37]([CH2:36][C:30]3[CH:35]=[CH:34][CH:33]=[CH:32][CH:31]=3)[CH2:38]2)=[O:29])=[N:4][C:5]([C:8]2[CH:13]=[CH:12][CH:11]=[C:10]([C:14]([NH:16][CH:17]3[C:25]4[C:20](=[CH:21][CH:22]=[CH:23][CH:24]=4)[CH2:19][C@@H:18]3[OH:26])=[O:15])[CH:9]=2)=[CH:6][N:7]=1. The yield is 0.120. (4) The reactants are [CH2:1]([O:8][C:9]1[C:14](C=O)=[CH:13][CH:12]=[CH:11][C:10]=1[C:17]1[CH:22]=[CH:21][CH:20]=[CH:19][CH:18]=1)[C:2]1[CH:7]=[CH:6][CH:5]=[CH:4][CH:3]=1.ClC1C=CC=C(C(OO)=[O:31])C=1. The catalyst is ClCCl. The product is [CH2:1]([O:8][C:9]1[C:14]([OH:31])=[CH:13][CH:12]=[CH:11][C:10]=1[C:17]1[CH:22]=[CH:21][CH:20]=[CH:19][CH:18]=1)[C:2]1[CH:7]=[CH:6][CH:5]=[CH:4][CH:3]=1. The yield is 0.870. (5) The reactants are Br[C:2]1[C:3]([C:32]([F:35])([F:34])[F:33])=[N:4][C:5]([N:8]2[CH2:13][CH2:12][N:11]3[C:14]4[CH:20]=[C:19]([S:21]([CH3:24])(=[O:23])=[O:22])[C:18]([C:25]([O:27][CH3:28])=[O:26])=[CH:17][C:15]=4[N:16]=[C:10]3[C@H:9]2[CH:29]([CH3:31])[CH3:30])=[N:6][CH:7]=1.[C:36]([O-])([O-])=O.[K+].[K+]. The catalyst is C1C=CC([P]([Pd]([P](C2C=CC=CC=2)(C2C=CC=CC=2)C2C=CC=CC=2)([P](C2C=CC=CC=2)(C2C=CC=CC=2)C2C=CC=CC=2)[P](C2C=CC=CC=2)(C2C=CC=CC=2)C2C=CC=CC=2)(C2C=CC=CC=2)C2C=CC=CC=2)=CC=1.O1CCOCC1. The product is [CH:29]([C@H:9]1[N:8]([C:5]2[N:4]=[C:3]([C:32]([F:35])([F:33])[F:34])[C:2]([CH3:36])=[CH:7][N:6]=2)[CH2:13][CH2:12][N:11]2[C:14]3[CH:20]=[C:19]([S:21]([CH3:24])(=[O:23])=[O:22])[C:18]([C:25]([O:27][CH3:28])=[O:26])=[CH:17][C:15]=3[N:16]=[C:10]12)([CH3:31])[CH3:30]. The yield is 0.560. (6) The reactants are [C:1]([N:4]1[CH2:9][CH2:8][N:7]([CH2:10][CH2:11][O:12][C:13]2[CH:22]=[C:21]3[C:16]([C:17](Cl)=[N:18][CH:19]=[N:20]3)=[CH:15][C:14]=2[O:24][CH3:25])[CH2:6][CH2:5]1)(=[O:3])[CH3:2].[F:26][C:27]1[C:35]([OH:36])=[CH:34][CH:33]=[C:32]2[C:28]=1[CH:29]=[C:30]([CH3:37])[NH:31]2.C(=O)([O-])[O-].[K+].[K+]. The catalyst is CN(C)C(=O)C.CC(C)=O.FC1C(O)=CC=C2C=1C=C(C)N2.C(=O)([O-])[O-].[K+].[K+]. The product is [C:1]([N:4]1[CH2:9][CH2:8][N:7]([CH2:10][CH2:11][O:12][C:13]2[CH:22]=[C:21]3[C:16]([C:17]([O:36][C:35]4[C:27]([F:26])=[C:28]5[C:32](=[CH:33][CH:34]=4)[NH:31][C:30]([CH3:37])=[CH:29]5)=[N:18][CH:19]=[N:20]3)=[CH:15][C:14]=2[O:24][CH3:25])[CH2:6][CH2:5]1)(=[O:3])[CH3:2]. The yield is 0.600. (7) The reactants are [NH2:1][C:2]1[N:3]=[C:4]([N:21]2[CH2:26][CH2:25][NH:24][CH2:23][CH:22]2[C:27](=[O:36])[NH:28][C:29]2[CH:34]=[CH:33][C:32]([F:35])=[CH:31][CH:30]=2)[C:5]2[N:11]=[C:10]([C:12]3[CH:17]=[CH:16][C:15]([OH:18])=[C:14]([O:19][CH3:20])[CH:13]=3)[CH:9]=[CH:8][C:6]=2[N:7]=1.C(=O)([O-])[O-].[K+].[K+].I[CH:44]([CH3:46])[CH3:45]. The catalyst is CC(C)=O. The product is [NH2:1][C:2]1[N:3]=[C:4]([N:21]2[CH2:26][CH2:25][NH:24][CH2:23][CH:22]2[C:27](=[O:36])[NH:28][C:29]2[CH:34]=[CH:33][C:32]([F:35])=[CH:31][CH:30]=2)[C:5]2[N:11]=[C:10]([C:12]3[CH:17]=[CH:16][C:15]([O:18][CH:44]([CH3:46])[CH3:45])=[C:14]([O:19][CH3:20])[CH:13]=3)[CH:9]=[CH:8][C:6]=2[N:7]=1. The yield is 0.390.